This data is from Catalyst prediction with 721,799 reactions and 888 catalyst types from USPTO. The task is: Predict which catalyst facilitates the given reaction. (1) Reactant: [Cl:1][C:2]1[CH:7]=[C:6]([NH:8][C:9]2[CH:14]=[CH:13][C:12]([Cl:15])=[CH:11][C:10]=2[CH3:16])[CH:5]=[CH:4][C:3]=1[C:17]([C:19]1[CH:24]=[C:23]([O:25][CH2:26][CH:27]2[CH2:31][O:30]C(C)(C)[O:28]2)[CH:22]=[CH:21][C:20]=1[F:34])=[O:18]. Product: [Cl:1][C:2]1[CH:7]=[C:6]([NH:8][C:9]2[CH:14]=[CH:13][C:12]([Cl:15])=[CH:11][C:10]=2[CH3:16])[CH:5]=[CH:4][C:3]=1[C:17]([C:19]1[CH:24]=[C:23]([O:25][CH2:26][CH:27]([OH:28])[CH2:31][OH:30])[CH:22]=[CH:21][C:20]=1[F:34])=[O:18]. The catalyst class is: 484. (2) Reactant: [OH:1][C:2]1[CH:3]=[C:4]([CH:9]=[C:10]([O:13][CH3:14])[C:11]=1[OH:12])[C:5]([O:7][CH3:8])=[O:6].[F-].[K+].Br[CH2:18]Br.C(OCC)(=O)C.CCCCCC. Product: [CH3:14][O:13][C:10]1[C:11]2[O:12][CH2:18][O:1][C:2]=2[CH:3]=[C:4]([C:5]([O:7][CH3:8])=[O:6])[CH:9]=1. The catalyst class is: 9. (3) Reactant: [C:1]([C:5]1[CH:6]=[C:7]([NH:35][C:36]([NH:38][C@@H:39]2[C:48]3[C:43](=[CH:44][CH:45]=[CH:46][CH:47]=3)[C@H:42]([O:49][C:50]3[CH:51]=[CH:52][C:53]4[N:54]([C:56]([N:59]5[CH2:64][CH2:63][CH2:62][CH2:61][C@@H:60]5[CH3:65])=[N:57][N:58]=4)[CH:55]=3)[CH2:41][CH2:40]2)=[O:37])[N:8]([C:10]2[CH:15]=[CH:14][C:13]([O:16][Si](C(C)C)(C(C)C)C(C)C)=[C:12]([CH2:27][N:28]3[CH2:33][CH2:32][N:31]([CH3:34])[CH2:30][CH2:29]3)[CH:11]=2)[N:9]=1)([CH3:4])([CH3:3])[CH3:2].[F-].C([N+](CCCC)(CCCC)CCCC)CCC.[C:84](=O)([OH:86])[O-:85].[Na+]. Product: [CH:84]([OH:86])=[O:85].[C:1]([C:5]1[CH:6]=[C:7]([NH:35][C:36]([NH:38][C@@H:39]2[C:48]3[C:43](=[CH:44][CH:45]=[CH:46][CH:47]=3)[C@H:42]([O:49][C:50]3[CH:51]=[CH:52][C:53]4[N:54]([C:56]([N:59]5[CH2:64][CH2:63][CH2:62][CH2:61][C@@H:60]5[CH3:65])=[N:57][N:58]=4)[CH:55]=3)[CH2:41][CH2:40]2)=[O:37])[N:8]([C:10]2[CH:15]=[CH:14][C:13]([OH:16])=[C:12]([CH2:27][N:28]3[CH2:29][CH2:30][N:31]([CH3:34])[CH2:32][CH2:33]3)[CH:11]=2)[N:9]=1)([CH3:4])([CH3:2])[CH3:3]. The catalyst class is: 76. (4) Reactant: [C:1]([O:5][C:6](=[O:38])[N:7]([CH3:37])[CH:8]([C:10](=[O:36])[NH:11][CH:12]1C(=O)N2C(C(=O)NC3C4C(=CC=CC=4)CCC3)CCC2C[CH2:14][CH2:13]1)[CH3:9])([CH3:4])([CH3:3])[CH3:2].C1C=CC2N([OH:48])N=NC=2C=1.CCN=[C:52]=[N:53][CH2:54][CH2:55][CH2:56][N:57]([CH3:59])C.[C:60](N(C)[C@H](C(O)=O)C)([O:62][C:63](C)(C)C)=[O:61].C(N(C(C)C)C(C)C)C. Product: [CH3:63][O:62][C:60]([CH:56]1[N:57]2[C:59](=[O:48])[CH:12]([NH:11][C:10](=[O:36])[CH:8]([N:7]([C:6]([O:5][C:1]([CH3:2])([CH3:3])[CH3:4])=[O:38])[CH3:37])[CH3:9])[CH2:13][CH2:14][CH2:52][N:53]2[CH2:54][CH2:55]1)=[O:61]. The catalyst class is: 31. (5) Reactant: [N:1]1([C:6]2[CH:11]=[CH:10][C:9]([C:12]([NH:14][C@@H:15]([CH2:19][CH2:20][CH2:21][C:22]([OH:24])=[O:23])[C:16]([OH:18])=[O:17])=[O:13])=[CH:8][CH:7]=2)[CH:5]=[CH:4][N:3]=[N:2]1.[C:25](Cl)(C)=O.C([O-])(O)=O.[Na+]. Product: [CH3:25][O:23][C:22](=[O:24])[CH2:21][CH2:20][CH2:19][C@H:15]([NH:14][C:12]([C:9]1[CH:10]=[CH:11][C:6]([N:1]2[CH:5]=[CH:4][N:3]=[N:2]2)=[CH:7][CH:8]=1)=[O:13])[C:16]([OH:18])=[O:17]. The catalyst class is: 5.